Dataset: Peptide-MHC class I binding affinity with 185,985 pairs from IEDB/IMGT. Task: Regression. Given a peptide amino acid sequence and an MHC pseudo amino acid sequence, predict their binding affinity value. This is MHC class I binding data. (1) The peptide sequence is WLSVIAFGK. The MHC is HLA-A03:01 with pseudo-sequence HLA-A03:01. The binding affinity (normalized) is 0.316. (2) The peptide sequence is ATADLELAY. The MHC is HLA-B58:01 with pseudo-sequence HLA-B58:01. The binding affinity (normalized) is 0.788. (3) The peptide sequence is THIVRGRDL. The MHC is HLA-A31:01 with pseudo-sequence HLA-A31:01. The binding affinity (normalized) is 0.0847. (4) The peptide sequence is SYKSSKRDKF. The MHC is HLA-A23:01 with pseudo-sequence HLA-A23:01. The binding affinity (normalized) is 0.383.